Predict the reaction yield, written as a fraction of the theoretical maximum amount of product (1.0 means a 100% yield; for example, 0.34 means a 34% yield). From a dataset of Reaction yield outcomes from USPTO patents with 853,638 reactions. (1) The catalyst is C1COCC1.O. The product is [CH3:1][N:2]1[C:6]([C:7]2[CH:8]=[C:9]([C:16]([OH:18])=[O:17])[S:10][C:11]=2[C:12]([F:13])([F:14])[F:15])=[CH:5][CH:4]=[N:3]1. The yield is 0.800. The reactants are [CH3:1][N:2]1[C:6]([C:7]2[CH:8]=[C:9]([C:16]([O:18]C)=[O:17])[S:10][C:11]=2[C:12]([F:15])([F:14])[F:13])=[CH:5][CH:4]=[N:3]1.[OH-].[K+]. (2) The reactants are [BH4-].[Na+].[Br:3][C:4]1[C:9]([O:10][C:11]2[CH:12]=[C:13]([CH:16]=[C:17]([Cl:19])[CH:18]=2)[C:14]#[N:15])=[C:8]([F:20])[C:7]([CH:21]=[O:22])=[CH:6][CH:5]=1. The catalyst is C1COCC1.CO. The product is [Br:3][C:4]1[C:9]([O:10][C:11]2[CH:12]=[C:13]([CH:16]=[C:17]([Cl:19])[CH:18]=2)[C:14]#[N:15])=[C:8]([F:20])[C:7]([CH2:21][OH:22])=[CH:6][CH:5]=1. The yield is 0.470. (3) The reactants are [OH:1][CH2:2][CH2:3][CH2:4][N:5]1[C:14]2[CH:13]=[C:12]([C:15]([O:17]C)=[O:16])[CH:11]=[CH:10][C:9]=2[C:8]2[S:19][CH:20]=[CH:21][C:7]=2[C:6]1=[O:22].[Li+].[OH-].Cl. The catalyst is C1COCC1.CO.O. The product is [OH:1][CH2:2][CH2:3][CH2:4][N:5]1[C:14]2[CH:13]=[C:12]([C:15]([OH:17])=[O:16])[CH:11]=[CH:10][C:9]=2[C:8]2[S:19][CH:20]=[CH:21][C:7]=2[C:6]1=[O:22]. The yield is 0.220.